Dataset: Full USPTO retrosynthesis dataset with 1.9M reactions from patents (1976-2016). Task: Predict the reactants needed to synthesize the given product. Given the product [OH:1][C:2]1[C:6]([C:7]([OH:9])=[O:8])=[CH:5][NH:4][N:3]=1, predict the reactants needed to synthesize it. The reactants are: [OH:1][C:2]1[C:6]([C:7]([O:9]CC)=[O:8])=[CH:5][NH:4][N:3]=1.